Dataset: NCI-60 drug combinations with 297,098 pairs across 59 cell lines. Task: Regression. Given two drug SMILES strings and cell line genomic features, predict the synergy score measuring deviation from expected non-interaction effect. (1) Drug 1: C1=NC(=NC(=O)N1C2C(C(C(O2)CO)O)O)N. Drug 2: C1CN(CCN1C(=O)CCBr)C(=O)CCBr. Cell line: HCT116. Synergy scores: CSS=42.9, Synergy_ZIP=-4.28, Synergy_Bliss=-4.49, Synergy_Loewe=-6.43, Synergy_HSA=-0.915. (2) Drug 1: C1CC(=O)NC(=O)C1N2CC3=C(C2=O)C=CC=C3N. Drug 2: CC1=C(C(CCC1)(C)C)C=CC(=CC=CC(=CC(=O)O)C)C. Cell line: HCT-15. Synergy scores: CSS=7.03, Synergy_ZIP=-0.649, Synergy_Bliss=2.08, Synergy_Loewe=1.92, Synergy_HSA=1.98. (3) Synergy scores: CSS=32.2, Synergy_ZIP=-8.78, Synergy_Bliss=-5.83, Synergy_Loewe=4.48, Synergy_HSA=5.70. Drug 1: C1CC2CC3=C(CC1C24CN(S(=O)(=O)N4)CC(F)(F)F)C=CC(=C3)C=CCN5CCC(CC5)C(F)(F)F. Drug 2: CC1=C(C(=O)C2=C(C1=O)N3CC4C(C3(C2COC(=O)N)OC)N4)N. Cell line: OVCAR3. (4) Drug 1: CC1=C2C(C(=O)C3(C(CC4C(C3C(C(C2(C)C)(CC1OC(=O)C(C(C5=CC=CC=C5)NC(=O)OC(C)(C)C)O)O)OC(=O)C6=CC=CC=C6)(CO4)OC(=O)C)OC)C)OC. Drug 2: C1=CC(=CC=C1CCCC(=O)O)N(CCCl)CCCl. Cell line: NCI/ADR-RES. Synergy scores: CSS=22.1, Synergy_ZIP=5.59, Synergy_Bliss=5.52, Synergy_Loewe=3.43, Synergy_HSA=6.12. (5) Cell line: SK-OV-3. Drug 2: CCN(CC)CCCC(C)NC1=C2C=C(C=CC2=NC3=C1C=CC(=C3)Cl)OC. Drug 1: CC(CN1CC(=O)NC(=O)C1)N2CC(=O)NC(=O)C2. Synergy scores: CSS=24.0, Synergy_ZIP=-1.15, Synergy_Bliss=6.43, Synergy_Loewe=-4.73, Synergy_HSA=6.63. (6) Cell line: SF-539. Drug 2: C1CN(P(=O)(OC1)NCCCl)CCCl. Synergy scores: CSS=2.20, Synergy_ZIP=-4.01, Synergy_Bliss=-8.72, Synergy_Loewe=-30.1, Synergy_HSA=-6.36. Drug 1: C1=NC2=C(N=C(N=C2N1C3C(C(C(O3)CO)O)F)Cl)N. (7) Drug 1: CC1C(C(=O)NC(C(=O)N2CCCC2C(=O)N(CC(=O)N(C(C(=O)O1)C(C)C)C)C)C(C)C)NC(=O)C3=C4C(=C(C=C3)C)OC5=C(C(=O)C(=C(C5=N4)C(=O)NC6C(OC(=O)C(N(C(=O)CN(C(=O)C7CCCN7C(=O)C(NC6=O)C(C)C)C)C)C(C)C)C)N)C. Drug 2: CN(CCCl)CCCl.Cl. Cell line: ACHN. Synergy scores: CSS=13.8, Synergy_ZIP=0.634, Synergy_Bliss=-0.618, Synergy_Loewe=-4.80, Synergy_HSA=-3.53. (8) Drug 1: C1=NC2=C(N1)C(=S)N=CN2. Drug 2: CCN(CC)CCCC(C)NC1=C2C=C(C=CC2=NC3=C1C=CC(=C3)Cl)OC. Cell line: MOLT-4. Synergy scores: CSS=59.5, Synergy_ZIP=0.500, Synergy_Bliss=1.14, Synergy_Loewe=-6.53, Synergy_HSA=0.688. (9) Drug 1: CC(CN1CC(=O)NC(=O)C1)N2CC(=O)NC(=O)C2. Drug 2: CN(C)N=NC1=C(NC=N1)C(=O)N. Cell line: NCI-H226. Synergy scores: CSS=14.3, Synergy_ZIP=-0.353, Synergy_Bliss=3.51, Synergy_Loewe=-4.08, Synergy_HSA=1.49. (10) Drug 1: C#CCC(CC1=CN=C2C(=N1)C(=NC(=N2)N)N)C3=CC=C(C=C3)C(=O)NC(CCC(=O)O)C(=O)O. Drug 2: N.N.Cl[Pt+2]Cl. Cell line: IGROV1. Synergy scores: CSS=49.6, Synergy_ZIP=-2.31, Synergy_Bliss=-3.83, Synergy_Loewe=-5.71, Synergy_HSA=-5.96.